This data is from Reaction yield outcomes from USPTO patents with 853,638 reactions. The task is: Predict the reaction yield, written as a fraction of the theoretical maximum amount of product (1.0 means a 100% yield; for example, 0.34 means a 34% yield). The catalyst is C(Cl)Cl. The product is [CH2:42]([N:33]([C:34]1[S:35][CH:36]=[CH:37][N:38]=1)[S:30]([C:27]1[CH:28]=[CH:29][C:24]([N:21]2[CH2:22][CH2:23][C@@H:19]([O:18][Si:1]([C:14]([CH3:15])([CH3:17])[CH3:16])([C:2]3[CH:7]=[CH:6][CH:5]=[CH:4][CH:3]=3)[C:8]3[CH:9]=[CH:10][CH:11]=[CH:12][CH:13]=3)[C:20]2=[O:39])=[CH:25][CH:26]=1)(=[O:31])=[O:32])[CH:40]=[CH2:41]. The yield is 0.840. The reactants are [Si:1]([O:18][C@@H:19]1[CH2:23][CH2:22][N:21]([C:24]2[CH:29]=[CH:28][C:27]([S:30]([NH:33][C:34]3[S:35][CH:36]=[CH:37][N:38]=3)(=[O:32])=[O:31])=[CH:26][CH:25]=2)[C:20]1=[O:39])([C:14]([CH3:17])([CH3:16])[CH3:15])([C:8]1[CH:13]=[CH:12][CH:11]=[CH:10][CH:9]=1)[C:2]1[CH:7]=[CH:6][CH:5]=[CH:4][CH:3]=1.[CH:40](N(CC)C(C)C)([CH3:42])[CH3:41].C(Br)C=C.